Dataset: Catalyst prediction with 721,799 reactions and 888 catalyst types from USPTO. Task: Predict which catalyst facilitates the given reaction. Reactant: CN(C)C=O.[Br:6][C:7]1[N:24]([CH2:25][O:26][CH2:27][CH2:28][Si:29]([CH3:32])([CH3:31])[CH3:30])[C:10]2[CH:11]=[N:12][N:13]([CH2:16][O:17][CH2:18][CH2:19][Si:20]([CH3:23])([CH3:22])[CH3:21])[C:14](=[O:15])[C:9]=2[C:8]=1[CH2:33]Br.[CH3:35][C:36]([CH3:39])([O-:38])[CH3:37].[Na+]. Product: [Br:6][C:7]1[N:24]([CH2:25][O:26][CH2:27][CH2:28][Si:29]([CH3:31])([CH3:30])[CH3:32])[C:10]2[CH:11]=[N:12][N:13]([CH2:16][O:17][CH2:18][CH2:19][Si:20]([CH3:22])([CH3:23])[CH3:21])[C:14](=[O:15])[C:9]=2[C:8]=1[CH2:33][O:38][C:36]([CH3:39])([CH3:37])[CH3:35]. The catalyst class is: 6.